From a dataset of Forward reaction prediction with 1.9M reactions from USPTO patents (1976-2016). Predict the product of the given reaction. (1) Given the reactants [CH3:1][O:2][C:3](=[O:11])[C:4]([OH:10])([CH3:9])[C:5]([F:8])([F:7])[F:6].[Br:12][C:13]1[CH:14]=[C:15]([C:19](=[O:23])[CH:20]=[N+]=[N-])[CH:16]=[CH:17][CH:18]=1, predict the reaction product. The product is: [CH3:1][O:2][C:3](=[O:11])[C:4]([O:10][CH2:20][C:19]([C:15]1[CH:16]=[CH:17][CH:18]=[C:13]([Br:12])[CH:14]=1)=[O:23])([CH3:9])[C:5]([F:7])([F:6])[F:8]. (2) Given the reactants [I-].[C:2]([C:5]1([CH:13]2[CH2:18][CH2:17][CH2:16][CH2:15][CH2:14]2)[CH2:11][CH:10]2[NH2+:12][CH:7]([CH2:8][CH2:9]2)[CH2:6]1)([OH:4])=[O:3].[OH-].[Na+].[C:21](O[C:21]([O:23][C:24]([CH3:27])([CH3:26])[CH3:25])=[O:22])([O:23][C:24]([CH3:27])([CH3:26])[CH3:25])=[O:22], predict the reaction product. The product is: [C:24]([O:23][C:21]([N:12]1[CH:10]2[CH2:9][CH2:8][CH:7]1[CH2:6][C:5]([CH:13]1[CH2:14][CH2:15][CH2:16][CH2:17][CH2:18]1)([C:2]([OH:4])=[O:3])[CH2:11]2)=[O:22])([CH3:27])([CH3:26])[CH3:25]. (3) Given the reactants [CH2:1]([C:8]1[CH:13]=[CH:12][C:11]([C:14]2[N:18]=[C:17]([CH2:19]N)[O:16][N:15]=2)=[CH:10][CH:9]=1)[CH2:2][CH2:3][CH2:4][CH2:5][CH2:6][CH3:7].C([O:25]C(N1CC[C@H](O)[C@H]1C(O)=O)=O)(C)(C)C, predict the reaction product. The product is: [CH2:1]([C:8]1[CH:13]=[CH:12][C:11]([C:14]2[N:18]=[C:17]([CH2:19][OH:25])[O:16][N:15]=2)=[CH:10][CH:9]=1)[CH2:2][CH2:3][CH2:4][CH2:5][CH2:6][CH3:7].